This data is from Forward reaction prediction with 1.9M reactions from USPTO patents (1976-2016). The task is: Predict the product of the given reaction. Given the reactants [CH2:1]([C:5]1[N:9]2[C:10]3[CH:17]=[C:16]([C:18]4[CH:23]=[CH:22][CH:21]=[CH:20][CH:19]=4)[C:15]([C:24]4[CH:29]=[CH:28][C:27]([C:30]5([NH:34]C(=O)OC(C)(C)C)[CH2:33][CH2:32][CH2:31]5)=[CH:26][CH:25]=4)=[N:14][C:11]=3[O:12][CH2:13][C:8]2=[N:7][N:6]=1)[CH:2]([CH3:4])[CH3:3].C(O)(C(F)(F)F)=O, predict the reaction product. The product is: [CH2:1]([C:5]1[N:9]2[C:10]3[CH:17]=[C:16]([C:18]4[CH:23]=[CH:22][CH:21]=[CH:20][CH:19]=4)[C:15]([C:24]4[CH:25]=[CH:26][C:27]([C:30]5([NH2:34])[CH2:33][CH2:32][CH2:31]5)=[CH:28][CH:29]=4)=[N:14][C:11]=3[O:12][CH2:13][C:8]2=[N:7][N:6]=1)[CH:2]([CH3:4])[CH3:3].